Dataset: Full USPTO retrosynthesis dataset with 1.9M reactions from patents (1976-2016). Task: Predict the reactants needed to synthesize the given product. (1) Given the product [CH2:1]([N:8]1[C:16]2[C:11](=[CH:12][CH:13]=[C:14]([O:17][CH3:18])[CH:15]=2)[C:10]([C:19]([OH:29])=[O:20])=[C:9]1[CH:21]([CH3:23])[CH3:22])[C:2]1[CH:3]=[CH:4][CH:5]=[CH:6][CH:7]=1, predict the reactants needed to synthesize it. The reactants are: [CH2:1]([N:8]1[C:16]2[C:11](=[CH:12][CH:13]=[C:14]([O:17][CH3:18])[CH:15]=2)[C:10]([CH:19]=[O:20])=[C:9]1[CH:21]([CH3:23])[CH3:22])[C:2]1[CH:7]=[CH:6][CH:5]=[CH:4][CH:3]=1.CC(=CC)C.[OH:29]P([O-])(O)=O.[K+].[O-]Cl=O.[Na+]. (2) Given the product [CH2:1]([O:3][C:4](=[O:22])[CH:5]([C:9]1([S:23][CH2:24][CH2:25][OH:26])[CH2:14][CH2:13][N:12]([CH2:15][C:16]2[CH:21]=[CH:20][CH:19]=[CH:18][CH:17]=2)[CH2:11][CH2:10]1)[NH:6][CH:7]=[O:8])[CH3:2], predict the reactants needed to synthesize it. The reactants are: [CH2:1]([O:3][C:4](=[O:22])[C:5](=[C:9]1[CH2:14][CH2:13][N:12]([CH2:15][C:16]2[CH:21]=[CH:20][CH:19]=[CH:18][CH:17]=2)[CH2:11][CH2:10]1)[NH:6][CH:7]=[O:8])[CH3:2].[SH:23][CH2:24][CH2:25][OH:26].C[O-].[Na+]. (3) Given the product [C:49]([C:47]1[CH:48]=[N:44][N:45]([C:6]2[CH:5]=[C:4]([CH3:17])[C:3]([C:18]3[C:22](=[O:23])[CH2:21][CH:20]([CH2:24][CH2:25][NH:26][C:27]([C:29]4[CH:34]=[CH:33][CH:32]=[CH:31][N:30]=4)=[O:28])[C:19]=3[O:35][CH3:36])=[C:2]([CH3:1])[CH:7]=2)[CH:46]=1)#[N:50], predict the reactants needed to synthesize it. The reactants are: [CH3:1][C:2]1[CH:7]=[C:6](B2OC(C)(C)C(C)(C)O2)[CH:5]=[C:4]([CH3:17])[C:3]=1[C:18]1[C:22](=[O:23])[CH2:21][CH:20]([CH2:24][CH2:25][NH:26][C:27]([C:29]2[CH:34]=[CH:33][CH:32]=[CH:31][N:30]=2)=[O:28])[C:19]=1[O:35][CH3:36].C(=O)([O-])[O-].[K+].[K+].Cl.[NH:44]1[CH:48]=[C:47]([C:49]#[N:50])[CH:46]=[N:45]1.C(N(CC([O-])=O)CC([O-])=O)CN(CC([O-])=O)CC([O-])=O.[Na+].[Na+].[Na+].[Na+]. (4) Given the product [CH3:38][C:37]1[C:31]2[N:30]=[C:29]([CH2:28][N:11]([CH:9]3[C:10]4[N:1]=[CH:2][CH:3]=[CH:4][C:5]=4[CH2:6][CH2:7][CH2:8]3)[CH2:12][CH2:13][CH2:14][CH2:15][NH2:16])[NH:33][C:32]=2[CH:34]=[CH:35][CH:36]=1, predict the reactants needed to synthesize it. The reactants are: [N:1]1[C:10]2[CH:9]([NH:11][CH2:12][CH2:13][CH2:14][CH2:15][N:16]3C(=O)C4C(=CC=CC=4)C3=O)[CH2:8][CH2:7][CH2:6][C:5]=2[CH:4]=[CH:3][CH:2]=1.Cl[CH2:28][C:29]1[NH:33][C:32]2[CH:34]=[CH:35][CH:36]=[C:37]([CH3:38])[C:31]=2[N:30]=1.C(N(CC)C(C)C)(C)C.[I-].[K+]. (5) Given the product [Cl:18][C:15]1[CH:16]=[CH:17][C:12]([C:10]2[C:9]3[C:4](=[CH:5][CH:6]=[CH:7][CH:8]=3)[C:3](=[O:19])[N:2]([NH:1][C:28](=[O:29])[CH2:27][N:24]3[CH2:25][CH2:26][O:21][CH2:22][CH2:23]3)[N:11]=2)=[CH:13][CH:14]=1, predict the reactants needed to synthesize it. The reactants are: [NH2:1][N:2]1[N:11]=[C:10]([C:12]2[CH:17]=[CH:16][C:15]([Cl:18])=[CH:14][CH:13]=2)[C:9]2[C:4](=[CH:5][CH:6]=[CH:7][CH:8]=2)[C:3]1=[O:19].Cl.[O:21]1[CH2:26][CH2:25][N:24]([CH2:27][C:28](O)=[O:29])[CH2:23][CH2:22]1. (6) Given the product [CH2:22]([N:11]1[C:12]2[C:8](=[C:7]([N:3]3[CH2:4][CH2:5][CH2:6][C:2]3=[O:1])[CH:15]=[C:14]([C:16]([O:18][CH3:19])=[O:17])[CH:13]=2)[CH:9]=[CH:10]1)[CH3:23], predict the reactants needed to synthesize it. The reactants are: [O:1]=[C:2]1[CH2:6][CH2:5][CH2:4][N:3]1[C:7]1[CH:15]=[C:14]([C:16]([O:18][CH3:19])=[O:17])[CH:13]=[C:12]2[C:8]=1[CH:9]=[CH:10][NH:11]2.[H-].[Na+].[CH2:22](I)[CH3:23].